This data is from Catalyst prediction with 721,799 reactions and 888 catalyst types from USPTO. The task is: Predict which catalyst facilitates the given reaction. (1) Reactant: [CH3:1][O:2][C@@H:3]([C@@H:33]([N:38]([CH3:46])[C:39](=[O:45])[C@H:40]([CH:42]([CH3:44])[CH3:43])[NH2:41])[C@@H:34]([CH3:37])[CH2:35][CH3:36])[CH2:4][C:5]([N:7]1[CH2:11][CH2:10][CH2:9][C@H:8]1[C@H:12]([O:31][CH3:32])[C@@H:13]([CH3:30])[C:14](=[O:29])[NH:15][C@H:16]([C:24]1[S:25][CH:26]=[CH:27][N:28]=1)[CH2:17][C:18]1[CH:23]=[CH:22][CH:21]=[CH:20][CH:19]=1)=[O:6].CN([P+](Br)(N(C)C)N(C)C)C.F[P-](F)(F)(F)(F)F.C(N(C(C)C)CC)(C)C.[NH2:74][C:75]1([C:81](O)=[O:82])[CH2:80][CH2:79][CH2:78][CH2:77][CH2:76]1. Product: [NH2:74][C:75]1([C:81]([NH:41][C@@H:40]([CH:42]([CH3:44])[CH3:43])[C:39]([N:38]([C@@H:33]([C@@H:34]([CH3:37])[CH2:35][CH3:36])[C@H:3]([O:2][CH3:1])[CH2:4][C:5]([N:7]2[CH2:11][CH2:10][CH2:9][C@H:8]2[C@H:12]([O:31][CH3:32])[C@@H:13]([CH3:30])[C:14](=[O:29])[NH:15][C@H:16]([C:24]2[S:25][CH:26]=[CH:27][N:28]=2)[CH2:17][C:18]2[CH:19]=[CH:20][CH:21]=[CH:22][CH:23]=2)=[O:6])[CH3:46])=[O:45])=[O:82])[CH2:80][CH2:79][CH2:78][CH2:77][CH2:76]1. The catalyst class is: 4. (2) Reactant: N#N.[NH2:3][C:4]([CH3:17])([CH2:8][C:9]1[CH:14]=[CH:13][C:12]([O:15][CH3:16])=[CH:11][CH:10]=1)[C:5]([OH:7])=[O:6].C(=O)([O-])[O-].[K+].[K+].[C:24]([O:28][C:29](O[C:29]([O:28][C:24]([CH3:27])([CH3:26])[CH3:25])=[O:30])=[O:30])([CH3:27])([CH3:26])[CH3:25]. Product: [C:24]([O:28][C:29]([NH:3][C:4]([CH3:17])([CH2:8][C:9]1[CH:10]=[CH:11][C:12]([O:15][CH3:16])=[CH:13][CH:14]=1)[C:5]([OH:7])=[O:6])=[O:30])([CH3:27])([CH3:26])[CH3:25]. The catalyst class is: 90. (3) Reactant: [CH3:1][O:2][C:3]1[CH:4]=[C:5]([NH2:26])[CH:6]=[CH:7][C:8]=1[C:9]1[O:10][C:11]([C:14]2[C:15]([C:20]3[CH:25]=[CH:24][CH:23]=[CH:22][CH:21]=3)=[N:16][O:17][C:18]=2[CH3:19])=[N:12][N:13]=1.C(N(CC)C(C)C)(C)C.[CH3:36][S:37](Cl)(=[O:39])=[O:38]. Product: [CH3:1][O:2][C:3]1[CH:4]=[C:5]([NH:26][S:37]([CH3:36])(=[O:39])=[O:38])[CH:6]=[CH:7][C:8]=1[C:9]1[O:10][C:11]([C:14]2[C:15]([C:20]3[CH:21]=[CH:22][CH:23]=[CH:24][CH:25]=3)=[N:16][O:17][C:18]=2[CH3:19])=[N:12][N:13]=1. The catalyst class is: 527. (4) Reactant: [CH3:1][N:2]1[CH:6]=[C:5]([C:7]2[CH:8]=[C:9]3[C:14](=[CH:15][CH:16]=2)[N:13]([C:17]2[C:21]4[CH2:22][N:23]([C:26](=[O:28])[CH3:27])[CH2:24][CH2:25][C:20]=4[NH:19][N:18]=2)[CH2:12][CH2:11][CH2:10]3)[CH:4]=[N:3]1.[CH2:29]([N:36]1[C:41](=[O:42])[CH:40]=[CH:39][CH2:38][CH2:37]1)[C:30]1[CH:35]=[CH:34][CH:33]=[CH:32][CH:31]=1.N12CCCN=C1CCCCC2. Product: [C:26]([N:23]1[CH2:24][CH2:25][C:20]2[N:19]([CH:39]3[CH2:38][CH2:37][N:36]([CH2:29][C:30]4[CH:31]=[CH:32][CH:33]=[CH:34][CH:35]=4)[C:41](=[O:42])[CH2:40]3)[N:18]=[C:17]([N:13]3[C:14]4[C:9](=[CH:8][C:7]([C:5]5[CH:4]=[N:3][N:2]([CH3:1])[CH:6]=5)=[CH:16][CH:15]=4)[CH2:10][CH2:11][CH2:12]3)[C:21]=2[CH2:22]1)(=[O:28])[CH3:27]. The catalyst class is: 23.